This data is from Full USPTO retrosynthesis dataset with 1.9M reactions from patents (1976-2016). The task is: Predict the reactants needed to synthesize the given product. (1) The reactants are: Cl[C:2]1[N:3]=[C:4](Cl)[C:5]2[N:10]=[N:9][N:8]([CH2:11][C:12]3[CH:17]=[CH:16][CH:15]=[CH:14][C:13]=3[Cl:18])[C:6]=2[N:7]=1.[NH:20]1[CH2:25][CH2:24][CH2:23][CH2:22][CH2:21]1. Given the product [Cl:18][C:13]1[CH:14]=[CH:15][CH:16]=[CH:17][C:12]=1[CH2:11][N:8]1[C:6]2[N:7]=[C:2]([N:20]3[CH2:25][CH2:24][CH2:23][CH2:22][CH2:21]3)[N:3]=[C:4]([N:20]3[CH2:25][CH2:24][CH2:23][CH2:22][CH2:21]3)[C:5]=2[N:10]=[N:9]1, predict the reactants needed to synthesize it. (2) Given the product [CH3:1][O:2][C:3](=[O:24])[CH2:4][CH2:5][C:6]1[C:7](=[O:23])[NH:8][CH2:9][CH2:10][CH:11]=1, predict the reactants needed to synthesize it. The reactants are: [CH3:1][O:2][C:3](=[O:24])[CH2:4][CH2:5][C:6]1[C:7](=[O:23])[N:8](CC2C=CC(OC)=CC=2OC)[CH2:9][CH2:10][CH:11]=1.C([SiH](CC)CC)C. (3) Given the product [Cl:25][C:18]1[N:19]=[CH:20][C:21]2[NH:22][C:6](=[O:5])[CH2:7][CH2:8][N:9]([CH:10]3[CH2:15][CH2:14][CH2:13][CH2:12][CH2:11]3)[C:16]=2[N:17]=1, predict the reactants needed to synthesize it. The reactants are: C([O:5][C:6](=O)[CH2:7][CH2:8][N:9]([C:16]1[C:21]([N+:22]([O-])=O)=[CH:20][N:19]=[C:18]([Cl:25])[N:17]=1)[CH:10]1[CH2:15][CH2:14][CH2:13][CH2:12][CH2:11]1)(C)(C)C.C(O)C.Cl. (4) Given the product [I:36][C:31]1[CH:30]=[C:29]([NH:28][C:27](=[O:37])[C:24]2[CH:25]=[CH:26][C:21]([N:18]3[CH2:17][CH2:16][NH:15][CH2:20][CH2:19]3)=[N:22][CH:23]=2)[CH:34]=[CH:33][C:32]=1[CH3:35], predict the reactants needed to synthesize it. The reactants are: C(O)(C(F)(F)F)=O.C(OC([N:15]1[CH2:20][CH2:19][N:18]([C:21]2[CH:26]=[CH:25][C:24]([C:27](=[O:37])[NH:28][C:29]3[CH:34]=[CH:33][C:32]([CH3:35])=[C:31]([I:36])[CH:30]=3)=[CH:23][N:22]=2)[CH2:17][CH2:16]1)=O)(C)(C)C.C(C1C=CC(NC(=O)C2C=CC(N3CCNCC3)=NC=2)=CC=1)(C)(C)C. (5) Given the product [N+:12]([C:3]1[CH:4]=[CH:5][C:6]([C:8]([F:11])([F:10])[F:9])=[CH:7][C:2]=1[NH:15][CH2:16][C@@H:17]1[CH2:21][CH2:20][N:19]([C:22]([O:24][C:25]([CH3:28])([CH3:27])[CH3:26])=[O:23])[CH2:18]1)([O-:14])=[O:13], predict the reactants needed to synthesize it. The reactants are: Cl[C:2]1[CH:7]=[C:6]([C:8]([F:11])([F:10])[F:9])[CH:5]=[CH:4][C:3]=1[N+:12]([O-:14])=[O:13].[NH2:15][CH2:16][C@@H:17]1[CH2:21][CH2:20][N:19]([C:22]([O:24][C:25]([CH3:28])([CH3:27])[CH3:26])=[O:23])[CH2:18]1.CCN(C(C)C)C(C)C. (6) Given the product [N:31]1[CH:36]=[CH:35][C:34]([C:2]2[CH:7]=[CH:6][N:5]3[C:8]([C:11]4[CH:16]=[CH:15][C:14]([NH:17][C:18]([NH:20][C:21]5[CH:26]=[CH:25][CH:24]=[C:23]([C:27]([F:29])([F:30])[F:28])[CH:22]=5)=[O:19])=[CH:13][CH:12]=4)=[CH:9][N:10]=[C:4]3[CH:3]=2)=[CH:33][CH:32]=1, predict the reactants needed to synthesize it. The reactants are: Cl[C:2]1[CH:7]=[CH:6][N:5]2[C:8]([C:11]3[CH:16]=[CH:15][C:14]([NH:17][C:18]([NH:20][C:21]4[CH:26]=[CH:25][CH:24]=[C:23]([C:27]([F:30])([F:29])[F:28])[CH:22]=4)=[O:19])=[CH:13][CH:12]=3)=[CH:9][N:10]=[C:4]2[CH:3]=1.[N:31]1[CH:36]=[CH:35][C:34](B(O)O)=[CH:33][CH:32]=1.COC1C=CC=C(OC)C=1C1C=CC=CC=1P(C1CCCCC1)C1CCCCC1.[O-]P([O-])([O-])=O.[K+].[K+].[K+]. (7) Given the product [ClH:51].[CH3:23][S:24]([O:27][C:28]1[CH:33]=[C:32]([C:17]2[CH:16]=[C:15]([C:4]3([CH:9]4[CH2:14][CH2:13][O:12][CH2:11][CH2:10]4)[C:5](=[O:8])[N:6]([CH3:7])[C:2]([NH2:1])=[N:3]3)[CH:20]=[CH:19][C:18]=2[F:21])[CH:31]=[C:30]([O:43][CH3:44])[CH:29]=1)(=[O:26])=[O:25], predict the reactants needed to synthesize it. The reactants are: [NH2:1][C:2]1[N:6]([CH3:7])[C:5](=[O:8])[C:4]([C:15]2[CH:20]=[CH:19][C:18]([F:21])=[C:17](Br)[CH:16]=2)([CH:9]2[CH2:14][CH2:13][O:12][CH2:11][CH2:10]2)[N:3]=1.[CH3:23][S:24]([O:27][C:28]1[CH:33]=[C:32](B2OC(C)(C)C(C)(C)O2)[CH:31]=[C:30]([O:43][CH3:44])[CH:29]=1)(=[O:26])=[O:25].C(=O)([O-])[O-].[K+].[K+].[Cl-:51].[Na+].O. (8) Given the product [CH3:1][O:2][C:3](=[O:35])[CH:4]([NH:9][C:10]([O:12][C:13]([CH3:15])([CH3:14])[CH3:16])=[O:11])[CH2:17][C:18]1[CH:23]=[CH:22][C:21]([N+:24]([O-:26])=[O:25])=[C:20]([O:27][CH2:28][C:29]2[CH:30]=[CH:31][CH:32]=[CH:33][CH:34]=2)[CH:19]=1, predict the reactants needed to synthesize it. The reactants are: [CH3:1][O:2][C:3](=[O:35])[C:4]([CH2:17][C:18]1[CH:23]=[CH:22][C:21]([N+:24]([O-:26])=[O:25])=[C:20]([O:27][CH2:28][C:29]2[CH:34]=[CH:33][CH:32]=[CH:31][CH:30]=2)[CH:19]=1)([NH:9][C:10]([O:12][C:13]([CH3:16])([CH3:15])[CH3:14])=[O:11])C(OC)=O. (9) The reactants are: [CH:1]1([C:4]2[CH:5]=[CH:6][C:7]([NH2:10])=[N:8][CH:9]=2)[CH2:3][CH2:2]1.[Br:11]Br.[OH-].[Na+]. Given the product [Br:11][C:6]1[C:7]([NH2:10])=[N:8][CH:9]=[C:4]([CH:1]2[CH2:3][CH2:2]2)[CH:5]=1, predict the reactants needed to synthesize it.